This data is from Full USPTO retrosynthesis dataset with 1.9M reactions from patents (1976-2016). The task is: Predict the reactants needed to synthesize the given product. (1) Given the product [CH:3]1([C:2]([OH:6])=[O:5])[C:11]2[NH:12][C:13]3[C:18](=[CH:17][CH:16]=[CH:15][CH:14]=3)[C:10]=2[CH2:9][CH2:8][NH:7]1, predict the reactants needed to synthesize it. The reactants are: O.[C:2]([OH:6])(=[O:5])[CH:3]=O.[NH2:7][CH2:8][CH2:9][C:10]1[C:18]2[C:13](=[CH:14][CH:15]=[CH:16][CH:17]=2)[NH:12][CH:11]=1.Cl.[OH-].[K+]. (2) Given the product [F:1][C:2]1[CH:27]=[C:26]([F:28])[CH:25]=[CH:24][C:3]=1[O:4][C:5]1[CH:10]=[CH:9][C:8]([S:11](=[O:13])(=[O:14])[NH2:12])=[CH:7][C:6]=1[C:15]1[NH:19][C:18]([CH3:20])=[C:17]([C:21]([NH2:41])=[O:22])[CH:16]=1, predict the reactants needed to synthesize it. The reactants are: [F:1][C:2]1[CH:27]=[C:26]([F:28])[CH:25]=[CH:24][C:3]=1[O:4][C:5]1[CH:10]=[CH:9][C:8]([S:11](=[O:14])(=[O:13])[NH2:12])=[CH:7][C:6]=1[C:15]1[NH:19][C:18]([CH3:20])=[C:17]([C:21](O)=[O:22])[CH:16]=1.FC1C=CC=C(F)C=1C1[NH:41]C(C)=C(C(O)=O)C=1. (3) Given the product [C:1]([O:9][C:10]1[C:11]([C:29]([O:31][CH3:32])=[O:30])=[N:12][C:13]([CH:17]2[CH2:21][CH2:20][CH2:19][NH:18]2)=[N:14][C:15]=1[OH:16])(=[O:8])[C:2]1[CH:7]=[CH:6][CH:5]=[CH:4][CH:3]=1, predict the reactants needed to synthesize it. The reactants are: [C:1]([O:9][C:10]1[C:11]([C:29]([O:31][CH3:32])=[O:30])=[N:12][C:13]([CH:17]2[CH2:21][CH2:20][CH2:19][N:18]2C(OC(C)(C)C)=O)=[N:14][C:15]=1[OH:16])(=[O:8])[C:2]1[CH:7]=[CH:6][CH:5]=[CH:4][CH:3]=1.C(O)(C(F)(F)F)=O.C(Cl)Cl. (4) The reactants are: CC([O-])(C)C.[K+].[CH3:7][CH2:8][O:9][C:10]([CH:12]1[C:18]([CH3:19])=[CH:17][C:15](=[O:16])[CH2:14][CH2:13]1)=[O:11].Cl.Cl[CH2:22][C:23]1[CH:37]=[CH:36][C:26]([O:27][CH2:28][CH2:29][N:30]2[CH2:35][CH2:34][CH2:33][CH2:32][CH2:31]2)=[CH:25][CH:24]=1. Given the product [CH2:8]([O:9][C:10]([CH:12]1[CH2:13][CH2:14][C:15](=[O:16])[C:17]([CH2:22][C:23]2[CH:24]=[CH:25][C:26]([O:27][CH2:28][CH2:29][N:30]3[CH2:35][CH2:34][CH2:33][CH2:32][CH2:31]3)=[CH:36][CH:37]=2)=[C:18]1[CH3:19])=[O:11])[CH3:7], predict the reactants needed to synthesize it. (5) Given the product [ClH:1].[OH:34][CH:32]1[CH2:33][N:30]([C:2]2[N:7]=[CH:6][N:5]=[C:4]([N:8]3[C:12](=[O:13])[C:11]([C:14]4[CH:15]=[N:16][CH:17]=[CH:18][CH:19]=4)=[CH:10][NH:9]3)[CH:3]=2)[CH2:31]1, predict the reactants needed to synthesize it. The reactants are: [Cl:1][C:2]1[N:7]=[CH:6][N:5]=[C:4]([N:8]2[C:12](=[O:13])[C:11]([C:14]3[CH:15]=[N:16][CH:17]=[CH:18][CH:19]=3)=[CH:10][NH:9]2)[CH:3]=1.C(N(CC)C(C)C)(C)C.Cl.[NH:30]1[CH2:33][CH:32]([OH:34])[CH2:31]1.C(O)C. (6) The reactants are: [CH2:1]([O:8][C@H:9]1[C@H:14]([O:15][CH2:16][C:17]2[CH:22]=[CH:21][CH:20]=[CH:19][CH:18]=2)[C@H:13]([O:23][CH2:24][C:25]2[CH:30]=[CH:29][CH:28]=[CH:27][CH:26]=2)[C@H:12]([CH3:31])[O:11][C@H:10]1[CH:32]([CH3:36])[CH2:33][C:34]#N)[C:2]1[CH:7]=[CH:6][CH:5]=[CH:4][CH:3]=1.[OH2:37].[OH-:38].[Na+]. Given the product [CH2:1]([O:8][C@H:9]1[C@H:14]([O:15][CH2:16][C:17]2[CH:22]=[CH:21][CH:20]=[CH:19][CH:18]=2)[C@H:13]([O:23][CH2:24][C:25]2[CH:30]=[CH:29][CH:28]=[CH:27][CH:26]=2)[C@H:12]([CH3:31])[O:11][C@H:10]1[CH:32]([CH3:36])[CH2:33][C:34]([OH:38])=[O:37])[C:2]1[CH:7]=[CH:6][CH:5]=[CH:4][CH:3]=1, predict the reactants needed to synthesize it. (7) The reactants are: [C:1]([C:5]1[N:10]=[CH:9][C:8]([C:11]2[N:12]([C:32]([N:34]3[CH2:39][CH2:38][CH:37]([CH2:40][C:41](O)=[O:42])[CH2:36][CH2:35]3)=[O:33])[C@@:13]([C:25]3[CH:30]=[CH:29][C:28]([Cl:31])=[CH:27][CH:26]=3)([CH3:24])[C@@:14]([C:17]3[CH:22]=[CH:21][C:20]([Cl:23])=[CH:19][CH:18]=3)([CH3:16])[N:15]=2)=[C:7]([O:44][CH2:45][CH3:46])[CH:6]=1)([CH3:4])([CH3:3])[CH3:2].[F:47][C:48]1[CH:49]=[C:50]([CH:52]=[CH:53][C:54]=1[CH3:55])[NH2:51]. Given the product [C:1]([C:5]1[N:10]=[CH:9][C:8]([C:11]2[N:12]([C:32]([N:34]3[CH2:39][CH2:38][CH:37]([CH2:40][C:41]([NH:51][C:50]4[CH:52]=[CH:53][C:54]([CH3:55])=[C:48]([F:47])[CH:49]=4)=[O:42])[CH2:36][CH2:35]3)=[O:33])[C@@:13]([C:25]3[CH:30]=[CH:29][C:28]([Cl:31])=[CH:27][CH:26]=3)([CH3:24])[C@@:14]([C:17]3[CH:18]=[CH:19][C:20]([Cl:23])=[CH:21][CH:22]=3)([CH3:16])[N:15]=2)=[C:7]([O:44][CH2:45][CH3:46])[CH:6]=1)([CH3:2])([CH3:3])[CH3:4], predict the reactants needed to synthesize it. (8) The reactants are: [S:1]1[CH:5]=[CH:4][CH:3]=[C:2]1[CH2:6][N:7]1[CH2:12][CH2:11][C:10](=O)[CH2:9][CH2:8]1.Cl.[NH2:15][OH:16]. Given the product [S:1]1[CH:5]=[CH:4][CH:3]=[C:2]1[CH2:6][N:7]1[CH2:12][CH2:11][C:10](=[N:15][OH:16])[CH2:9][CH2:8]1, predict the reactants needed to synthesize it. (9) Given the product [Cl:29][C:13]1[N:12]2[CH:16]=[C:17]([CH2:19][N:20]3[CH2:25][CH2:24][N:23]([CH3:26])[CH2:22][CH2:21]3)[N:18]=[C:11]2[CH:10]=[C:9]([C:3]2[CH:4]=[CH:5][C:6]([Cl:8])=[CH:7][C:2]=2[Cl:1])[N:14]=1, predict the reactants needed to synthesize it. The reactants are: [Cl:1][C:2]1[CH:7]=[C:6]([Cl:8])[CH:5]=[CH:4][C:3]=1[C:9]1[N:14]=[C:13](O)[N:12]2[CH:16]=[C:17]([CH2:19][N:20]3[CH2:25][CH2:24][N:23]([CH3:26])[CH2:22][CH2:21]3)[N:18]=[C:11]2[CH:10]=1.P(Cl)(Cl)([Cl:29])=O.